Task: Predict the reactants needed to synthesize the given product.. Dataset: Full USPTO retrosynthesis dataset with 1.9M reactions from patents (1976-2016) (1) Given the product [O:21]=[C:7]1[CH:6]=[C:5]2[C:10]([CH:11]=[C:2]([C:30]#[C:29][CH2:28][C:22]3[CH:27]=[CH:26][CH:25]=[CH:24][CH:23]=3)[N:3]=[CH:4]2)=[CH:9][N:8]1[CH2:12][C:13]1[CH:14]=[C:15]([CH:18]=[CH:19][CH:20]=1)[C:16]#[N:17], predict the reactants needed to synthesize it. The reactants are: Br[C:2]1[N:3]=[CH:4][C:5]2[C:10]([CH:11]=1)=[CH:9][N:8]([CH2:12][C:13]1[CH:14]=[C:15]([CH:18]=[CH:19][CH:20]=1)[C:16]#[N:17])[C:7](=[O:21])[CH:6]=2.[C:22]1([CH2:28][C:29]#[CH:30])[CH:27]=[CH:26][CH:25]=[CH:24][CH:23]=1.C(N(CC)CC)C. (2) Given the product [F:1][C:2]1[CH:3]=[CH:4][C:5]([C:8]2[N:9]=[N:10][N:11]([CH3:13])[CH:12]=2)=[CH:6][CH:7]=1, predict the reactants needed to synthesize it. The reactants are: [F:1][C:2]1[CH:7]=[CH:6][C:5]([C:8]2[N:9]=[N:10][N:11]([CH2:13][Si](C)(C)C)[CH:12]=2)=[CH:4][CH:3]=1.O.[F-].C([N+](CCCC)(CCCC)CCCC)CCC.